From a dataset of NCI-60 drug combinations with 297,098 pairs across 59 cell lines. Regression. Given two drug SMILES strings and cell line genomic features, predict the synergy score measuring deviation from expected non-interaction effect. (1) Drug 1: C1CCN(CC1)CCOC2=CC=C(C=C2)C(=O)C3=C(SC4=C3C=CC(=C4)O)C5=CC=C(C=C5)O. Cell line: K-562. Drug 2: C1=NC2=C(N1)C(=S)N=C(N2)N. Synergy scores: CSS=47.9, Synergy_ZIP=0.791, Synergy_Bliss=-0.771, Synergy_Loewe=-8.10, Synergy_HSA=-1.26. (2) Drug 1: CC1=C(C=C(C=C1)NC2=NC=CC(=N2)N(C)C3=CC4=NN(C(=C4C=C3)C)C)S(=O)(=O)N.Cl. Drug 2: C1CC(=O)NC(=O)C1N2C(=O)C3=CC=CC=C3C2=O. Cell line: BT-549. Synergy scores: CSS=1.65, Synergy_ZIP=1.31, Synergy_Bliss=4.11, Synergy_Loewe=2.33, Synergy_HSA=1.48. (3) Drug 1: CCC1(CC2CC(C3=C(CCN(C2)C1)C4=CC=CC=C4N3)(C5=C(C=C6C(=C5)C78CCN9C7C(C=CC9)(C(C(C8N6C)(C(=O)OC)O)OC(=O)C)CC)OC)C(=O)OC)O.OS(=O)(=O)O. Drug 2: N.N.Cl[Pt+2]Cl. Cell line: SF-295. Synergy scores: CSS=35.9, Synergy_ZIP=-1.06, Synergy_Bliss=-1.93, Synergy_Loewe=-1.19, Synergy_HSA=-1.87. (4) Drug 1: CS(=O)(=O)CCNCC1=CC=C(O1)C2=CC3=C(C=C2)N=CN=C3NC4=CC(=C(C=C4)OCC5=CC(=CC=C5)F)Cl. Drug 2: CC1C(C(CC(O1)OC2CC(CC3=C2C(=C4C(=C3O)C(=O)C5=CC=CC=C5C4=O)O)(C(=O)C)O)N)O. Cell line: SF-295. Synergy scores: CSS=44.7, Synergy_ZIP=3.66, Synergy_Bliss=4.62, Synergy_Loewe=-21.5, Synergy_HSA=4.57. (5) Drug 1: C1=CC(=CC=C1CCCC(=O)O)N(CCCl)CCCl. Drug 2: COC1=NC(=NC2=C1N=CN2C3C(C(C(O3)CO)O)O)N. Cell line: HT29. Synergy scores: CSS=12.3, Synergy_ZIP=0.536, Synergy_Bliss=7.64, Synergy_Loewe=2.61, Synergy_HSA=2.61. (6) Drug 1: CC12CCC(CC1=CCC3C2CCC4(C3CC=C4C5=CN=CC=C5)C)O. Drug 2: CN(CC1=CN=C2C(=N1)C(=NC(=N2)N)N)C3=CC=C(C=C3)C(=O)NC(CCC(=O)O)C(=O)O. Cell line: NCIH23. Synergy scores: CSS=14.0, Synergy_ZIP=-7.85, Synergy_Bliss=-1.03, Synergy_Loewe=-12.8, Synergy_HSA=-1.06. (7) Drug 1: C1=CN(C=N1)CC(O)(P(=O)(O)O)P(=O)(O)O. Drug 2: C1C(C(OC1N2C=NC3=C2NC=NCC3O)CO)O. Cell line: MCF7. Synergy scores: CSS=5.26, Synergy_ZIP=-0.247, Synergy_Bliss=1.12, Synergy_Loewe=3.05, Synergy_HSA=0.802. (8) Drug 1: CC1C(C(CC(O1)OC2CC(OC(C2O)C)OC3=CC4=CC5=C(C(=O)C(C(C5)C(C(=O)C(C(C)O)O)OC)OC6CC(C(C(O6)C)O)OC7CC(C(C(O7)C)O)OC8CC(C(C(O8)C)O)(C)O)C(=C4C(=C3C)O)O)O)O. Drug 2: C1=NNC2=C1C(=O)NC=N2. Cell line: BT-549. Synergy scores: CSS=10.6, Synergy_ZIP=-0.357, Synergy_Bliss=-0.979, Synergy_Loewe=-1.52, Synergy_HSA=-1.49. (9) Drug 1: C1CCN(CC1)CCOC2=CC=C(C=C2)C(=O)C3=C(SC4=C3C=CC(=C4)O)C5=CC=C(C=C5)O. Drug 2: CN1C2=C(C=C(C=C2)N(CCCl)CCCl)N=C1CCCC(=O)O.Cl. Cell line: NCIH23. Synergy scores: CSS=9.82, Synergy_ZIP=2.39, Synergy_Bliss=4.22, Synergy_Loewe=1.22, Synergy_HSA=0.731.